From a dataset of Catalyst prediction with 721,799 reactions and 888 catalyst types from USPTO. Predict which catalyst facilitates the given reaction. (1) Reactant: Cl[C:2]1[C:7]([C:8]2[NH:12][C:11]3[CH:13]=[C:14]([N:18]4[CH2:23][CH2:22][O:21][CH2:20][CH2:19]4)[CH:15]=[C:16]([CH3:17])[C:10]=3[N:9]=2)=[C:6]([O:24][CH3:25])[N:5]=[C:4]([O:26][CH3:27])[N:3]=1.C(N(CC)CC)C.Cl.[NH2:36][CH2:37][C@H:38]([C:40]1[CH:45]=[CH:44][CH:43]=[C:42]([Cl:46])[CH:41]=1)[OH:39]. Product: [Cl:46][C:42]1[CH:41]=[C:40]([CH:38]([OH:39])[CH2:37][NH:36][C:2]2[C:7]([C:8]3[NH:12][C:11]4[CH:13]=[C:14]([N:18]5[CH2:19][CH2:20][O:21][CH2:22][CH2:23]5)[CH:15]=[C:16]([CH3:17])[C:10]=4[N:9]=3)=[C:6]([O:24][CH3:25])[N:5]=[C:4]([O:26][CH3:27])[N:3]=2)[CH:45]=[CH:44][CH:43]=1. The catalyst class is: 10. (2) Reactant: [Cl:1][C:2]1[CH:3]=[C:4]([NH:9][C:10]2[C:19]3[C:14](=[CH:15][CH:16]=[C:17](I)[CH:18]=3)[N:13]=[C:12]([C:21]3[CH:22]=[N:23][CH:24]=[CH:25][CH:26]=3)[N:11]=2)[CH:5]=[CH:6][C:7]=1[F:8].[Cl:27][C:28]1[CH:29]=[C:30](B(O)O)[CH:31]=[CH:32][CH:33]=1.[O-]P([O-])([O-])=O.[K+].[K+].[K+].C(OCC)(=O)C. Product: [Cl:1][C:2]1[CH:3]=[C:4]([NH:9][C:10]2[C:19]3[C:14](=[CH:15][CH:16]=[C:17]([C:32]4[CH:31]=[CH:30][CH:29]=[C:28]([Cl:27])[CH:33]=4)[CH:18]=3)[N:13]=[C:12]([C:21]3[CH:22]=[N:23][CH:24]=[CH:25][CH:26]=3)[N:11]=2)[CH:5]=[CH:6][C:7]=1[F:8]. The catalyst class is: 70. (3) Reactant: [I:1][C:2]1[C:11]2[C:6](=[CH:7][CH:8]=[CH:9][CH:10]=2)[CH:5]=[C:4]([OH:12])[CH:3]=1.[C:13]([C@@H:17]1[CH2:22][CH2:21][C@H:20](O)[CH2:19][CH2:18]1)([CH3:16])([CH3:15])[CH3:14].C1(P(C2C=CC=CC=2)C2C=CC=CC=2)C=CC=CC=1.N(C(OC(C)C)=O)=NC(OC(C)C)=O. Product: [C:13]([C@H:17]1[CH2:22][CH2:21][C@H:20]([O:12][C:4]2[CH:3]=[C:2]([I:1])[C:11]3[C:6]([CH:5]=2)=[CH:7][CH:8]=[CH:9][CH:10]=3)[CH2:19][CH2:18]1)([CH3:16])([CH3:15])[CH3:14]. The catalyst class is: 11. (4) Reactant: [F:1][C:2]1[CH:3]=[C:4]([CH:15]=[CH:16][C:17]=1[F:18])[C:5]([N:7]([CH3:14])[C@@H:8]([CH:11]([CH3:13])[CH3:12])[CH:9]=O)=[O:6].Cl.[CH3:20][O:21][CH2:22][CH:23]1[CH2:26][NH:25][CH2:24]1.[B-]C#N.[Na+]. Product: [F:1][C:2]1[CH:3]=[C:4]([CH:15]=[CH:16][C:17]=1[F:18])[C:5]([N:7]([C@@H:8]([CH:11]([CH3:13])[CH3:12])[CH2:9][N:25]1[CH2:26][CH:23]([CH2:22][O:21][CH3:20])[CH2:24]1)[CH3:14])=[O:6]. The catalyst class is: 5. (5) Reactant: N[C@@H]1C2C(=CC=CC=2)C[C@@H]1O.[CH:12]1([C:17]2[C:26]([CH:27]([OH:38])[C:28]3[CH:33]=[CH:32][C:31]([C:34]([F:37])([F:36])[F:35])=[CH:30][CH:29]=3)=[C:25]([CH:39]([CH3:41])[CH3:40])[CH:24]=[C:23]3[C:18]=2[C:19](=[O:44])[CH2:20][C:21]([CH3:43])([CH3:42])[O:22]3)[CH2:16][CH2:15][CH2:14][CH2:13]1.CO. Product: [CH:12]1([C:17]2[C:26]([C@H:27]([OH:38])[C:28]3[CH:33]=[CH:32][C:31]([C:34]([F:36])([F:37])[F:35])=[CH:30][CH:29]=3)=[C:25]([CH:39]([CH3:40])[CH3:41])[CH:24]=[C:23]3[C:18]=2[C@@H:19]([OH:44])[CH2:20][C:21]([CH3:42])([CH3:43])[O:22]3)[CH2:16][CH2:15][CH2:14][CH2:13]1. The catalyst class is: 7. (6) Reactant: [O:1]=[C:2]1[C:11]([C:12]([O:14][CH2:15][CH3:16])=[O:13])=[CH:10][C:9]2[C:4](=[N:5][CH:6]=[CH:7][CH:8]=2)[NH:3]1.C(=O)([O-])[O-].[K+].[K+].[CH2:23](Br)[C:24]1[CH:29]=[CH:28][CH:27]=[CH:26][CH:25]=1.O. Product: [CH2:23]([N:3]1[C:4]2[C:9](=[CH:8][CH:7]=[CH:6][N:5]=2)[CH:10]=[C:11]([C:12]([O:14][CH2:15][CH3:16])=[O:13])[C:2]1=[O:1])[C:24]1[CH:29]=[CH:28][CH:27]=[CH:26][CH:25]=1. The catalyst class is: 9. (7) Reactant: [CH3:1][O:2][C:3]([C:5]([CH3:48])([CH3:47])[CH2:6][O:7][C:8]([N:10]1[C:19]2[C:14](=[N:15][C:16]([O:20][CH3:21])=[CH:17][CH:18]=2)[C@@H:13]([NH:22][C:23]2[N:28]=[C:27]([CH2:29][C:30]3[CH:35]=[C:34]([C:36]([F:39])([F:38])[F:37])[CH:33]=[C:32]([C:40]([F:43])([F:42])[F:41])[CH:31]=3)[C:26]([OH:44])=[CH:25][N:24]=2)[CH2:12][C@H:11]1[CH2:45][CH3:46])=[O:9])=[O:4].C1(P(C2C=CC=CC=2)C2C=CC=CC=2)C=CC=CC=1.[CH3:68][O:69][CH2:70][CH2:71]O.CCOC(/N=N/C(OCC)=O)=O. Product: [CH3:1][O:2][C:3]([C:5]([CH3:47])([CH3:48])[CH2:6][O:7][C:8]([N:10]1[C:19]2[C:14](=[N:15][C:16]([O:20][CH3:21])=[CH:17][CH:18]=2)[C@@H:13]([NH:22][C:23]2[N:28]=[C:27]([CH2:29][C:30]3[CH:31]=[C:32]([C:40]([F:42])([F:41])[F:43])[CH:33]=[C:34]([C:36]([F:38])([F:39])[F:37])[CH:35]=3)[C:26]([O:44][CH2:71][CH2:70][O:69][CH3:68])=[CH:25][N:24]=2)[CH2:12][C@H:11]1[CH2:45][CH3:46])=[O:9])=[O:4]. The catalyst class is: 207. (8) Reactant: [CH3:1][C:2]([C:8]1[CH:9]=[C:10]2[C:15](=[C:16]([C:18]3[CH:19]=[C:20]([C:24]4[C:25]([C:32]5[CH:37]=[CH:36][C:35]([S:38][CH3:39])=[CH:34][CH:33]=5)=[CH:26][C:27]([CH:30]=[O:31])=[CH:28][CH:29]=4)[CH:21]=[CH:22][CH:23]=3)[CH:17]=1)[N:14]=[CH:13][CH:12]=[CH:11]2)([S:4]([CH3:7])(=[O:6])=[O:5])[CH3:3].[BH4-].[Na+]. Product: [CH3:3][C:2]([C:8]1[CH:9]=[C:10]2[C:15](=[C:16]([C:18]3[CH:19]=[C:20]([C:24]4[C:25]([C:32]5[CH:33]=[CH:34][C:35]([S:38][CH3:39])=[CH:36][CH:37]=5)=[CH:26][C:27]([CH2:30][OH:31])=[CH:28][CH:29]=4)[CH:21]=[CH:22][CH:23]=3)[CH:17]=1)[N:14]=[CH:13][CH:12]=[CH:11]2)([S:4]([CH3:7])(=[O:5])=[O:6])[CH3:1]. The catalyst class is: 301.